This data is from Reaction yield outcomes from USPTO patents with 853,638 reactions. The task is: Predict the reaction yield, written as a fraction of the theoretical maximum amount of product (1.0 means a 100% yield; for example, 0.34 means a 34% yield). The reactants are [F:1][C:2]([F:7])([F:6])[C:3]([OH:5])=[O:4].[CH3:8][N:9]([CH2:11][C:12]1[S:16][C:15]([C:17]2[CH:18]=[C:19]3[C:23](=[C:24]([C:26]([NH2:28])=[O:27])[CH:25]=2)[NH:22][CH:21]=[C:20]3[CH:29]2[CH2:34][CH2:33][N:32]([S:35]([CH2:38][CH3:39])(=[O:37])=[O:36])[CH2:31][CH2:30]2)=[CH:14][CH:13]=1)C.CNC. No catalyst specified. The product is [F:1][C:2]([F:7])([F:6])[C:3]([OH:5])=[O:4].[CH2:38]([S:35]([N:32]1[CH2:31][CH2:30][CH:29]([C:20]2[C:19]3[C:23](=[C:24]([C:26]([NH2:28])=[O:27])[CH:25]=[C:17]([C:15]4[S:16][C:12]([CH2:11][NH:9][CH2:8][CH2:2][CH3:3])=[CH:13][CH:14]=4)[CH:18]=3)[NH:22][CH:21]=2)[CH2:34][CH2:33]1)(=[O:36])=[O:37])[CH3:39]. The yield is 0.164.